Dataset: NCI-60 drug combinations with 297,098 pairs across 59 cell lines. Task: Regression. Given two drug SMILES strings and cell line genomic features, predict the synergy score measuring deviation from expected non-interaction effect. Drug 1: CCCS(=O)(=O)NC1=C(C(=C(C=C1)F)C(=O)C2=CNC3=C2C=C(C=N3)C4=CC=C(C=C4)Cl)F. Drug 2: CCN(CC)CCNC(=O)C1=C(NC(=C1C)C=C2C3=C(C=CC(=C3)F)NC2=O)C. Cell line: SK-MEL-2. Synergy scores: CSS=3.81, Synergy_ZIP=4.24, Synergy_Bliss=6.84, Synergy_Loewe=0.436, Synergy_HSA=1.17.